This data is from NCI-60 drug combinations with 297,098 pairs across 59 cell lines. The task is: Regression. Given two drug SMILES strings and cell line genomic features, predict the synergy score measuring deviation from expected non-interaction effect. Drug 1: CS(=O)(=O)CCNCC1=CC=C(O1)C2=CC3=C(C=C2)N=CN=C3NC4=CC(=C(C=C4)OCC5=CC(=CC=C5)F)Cl. Drug 2: CN(C(=O)NC(C=O)C(C(C(CO)O)O)O)N=O. Cell line: M14. Synergy scores: CSS=-9.86, Synergy_ZIP=11.3, Synergy_Bliss=9.54, Synergy_Loewe=-1.63, Synergy_HSA=-3.41.